The task is: Binary Classification. Given a drug SMILES string, predict its activity (active/inactive) in a high-throughput screening assay against a specified biological target.. This data is from Choline transporter screen with 302,306 compounds. (1) The drug is Fc1ccc(OCCOc2c(OCC)cc(cc2)/C=C\C(O)=O)cc1. The result is 0 (inactive). (2) The compound is s1c2c(nc1CSc1[nH]c(cc(=O)n1)C)cccc2. The result is 0 (inactive). (3) The compound is O=C(C(n1c(=O)[nH]c(=O)cc1)NC(=O)c1ccccc1)c1ccccc1. The result is 0 (inactive).